Dataset: Forward reaction prediction with 1.9M reactions from USPTO patents (1976-2016). Task: Predict the product of the given reaction. (1) Given the reactants [Cl:1][C:2]1[NH:7][C:6]2=[N:8][CH:9]=[CH:10][C:5]2=[C:4]([Cl:11])[N:3]=1.[I:12]N1C(=O)CCC1=O.O, predict the reaction product. The product is: [Cl:1][C:2]1[NH:7][C:6]2=[N:8][CH:9]=[C:10]([I:12])[C:5]2=[C:4]([Cl:11])[N:3]=1. (2) Given the reactants [CH3:1][N:2]1[CH2:10][C:9]2[C:8]([N:11]3[CH2:16][CH2:15][O:14][CH2:13][C@@H:12]3[CH3:17])=[N:7][C:6]([C:18]3[CH:23]=[CH:22][C:21]([NH:24][C:25](=O)[O:26]C4C=CC=CC=4)=[CH:20][CH:19]=3)=[N:5][C:4]=2[CH2:3]1.[CH3:34][N:35]([CH3:39])[CH2:36][CH2:37][NH2:38], predict the reaction product. The product is: [CH3:34][N:35]([CH3:39])[CH2:36][CH2:37][NH:38][C:25]([NH:24][C:21]1[CH:22]=[CH:23][C:18]([C:6]2[N:7]=[C:8]([N:11]3[CH2:16][CH2:15][O:14][CH2:13][C@@H:12]3[CH3:17])[C:9]3[CH2:10][N:2]([CH3:1])[CH2:3][C:4]=3[N:5]=2)=[CH:19][CH:20]=1)=[O:26]. (3) The product is: [CH3:24][O:23][C:21]([C:20]1[N:18]=[CH:19][O:17][C:14]=1[C:38]1[CH:33]=[CH:34][CH:35]=[C:36]([C:4]([O:5][C:42]([CH3:48])([CH3:47])[CH3:43])=[O:7])[CH:37]=1)=[O:22]. Given the reactants N#N.O.[C:4](=[O:7])([O-])[O-:5].[K+].O.O.[K+].[K+].[K+].[C:14](=[O:17])([O-])[O-].[N+:18]([CH2:20][C:21]([O:23][CH3:24])=[O:22])#[C-:19].[CH:33]1[CH:38]=[CH:37][C:36](P(N=[N+]=[N-])([C:33]2[CH:34]=[CH:35][CH:36]=[CH:37][CH:38]=2)=O)=[CH:35][CH:34]=1.[C:42]1([CH3:48])[CH:47]=CC=C[CH:43]=1, predict the reaction product. (4) Given the reactants [Br:1][C:2]1[CH:10]=[CH:9][C:5]([C:6](O)=[O:7])=[C:4]([Cl:11])[CH:3]=1.S(Cl)([Cl:14])=O.CN1CCCC1=O, predict the reaction product. The product is: [Br:1][C:2]1[CH:10]=[CH:9][C:5]([C:6]([Cl:14])=[O:7])=[C:4]([Cl:11])[CH:3]=1.